This data is from Forward reaction prediction with 1.9M reactions from USPTO patents (1976-2016). The task is: Predict the product of the given reaction. (1) The product is: [OH:1][C:2]1[CH:3]=[C:4]([C:11]2[S:15][C:14]([N:16]([C:38]([O:40][C:41]([CH3:44])([CH3:43])[CH3:42])=[O:39])[CH2:17][C@@H:18]([NH:30][C:31](=[O:37])[O:32][C:33]([CH3:34])([CH3:35])[CH3:36])[CH2:19][C:20]3[CH:21]=[CH:22][C:23]([C:26]([F:27])([F:28])[F:29])=[CH:24][CH:25]=3)=[N:13][N:12]=2)[CH:5]=[CH:6][C:7]=1[NH2:8]. Given the reactants [OH:1][C:2]1[CH:3]=[C:4]([C:11]2[S:15][C:14]([N:16]([C:38]([O:40][C:41]([CH3:44])([CH3:43])[CH3:42])=[O:39])[CH2:17][C@@H:18]([NH:30][C:31](=[O:37])[O:32][C:33]([CH3:36])([CH3:35])[CH3:34])[CH2:19][C:20]3[CH:25]=[CH:24][C:23]([C:26]([F:29])([F:28])[F:27])=[CH:22][CH:21]=3)=[N:13][N:12]=2)[CH:5]=[CH:6][C:7]=1[N+:8]([O-])=O.C(O)(=O)C, predict the reaction product. (2) Given the reactants Br[C:2]1[CH:7]=[CH:6][C:5]([O:8][CH2:9][C:10]([F:13])([F:12])[F:11])=[CH:4][CH:3]=1.[N:14]1([C:20]([O:22][C:23]([CH3:26])([CH3:25])[CH3:24])=[O:21])[CH2:19][CH2:18][NH:17][CH2:16][CH2:15]1.CC(C)([O-])C.[Na+], predict the reaction product. The product is: [F:11][C:10]([F:13])([F:12])[CH2:9][O:8][C:5]1[CH:6]=[CH:7][C:2]([N:17]2[CH2:16][CH2:15][N:14]([C:20]([O:22][C:23]([CH3:26])([CH3:25])[CH3:24])=[O:21])[CH2:19][CH2:18]2)=[CH:3][CH:4]=1.